Task: Predict the reaction yield, written as a fraction of the theoretical maximum amount of product (1.0 means a 100% yield; for example, 0.34 means a 34% yield).. Dataset: Reaction yield outcomes from USPTO patents with 853,638 reactions (1) The reactants are [CH3:1]C(C)C(=O)C(P(=O)([O-])[O-])=[N+]=[N-].[CH:13]([CH2:15][CH2:16][C:17]1[O:18][C:19]2[CH:25]=[CH:24][C:23]([C:26]([O:28][CH3:29])=[O:27])=[CH:22][C:20]=2[CH:21]=1)=O.C([O-])([O-])=O.[K+].[K+]. The catalyst is CO. The product is [CH2:16]([C:17]1[O:18][C:19]2[CH:25]=[CH:24][C:23]([C:26]([O:28][CH3:29])=[O:27])=[CH:22][C:20]=2[CH:21]=1)[CH2:15][C:13]#[CH:1]. The yield is 0.920. (2) The reactants are Br[C:2]1[CH:3]=[N:4][CH:5]=[C:6]([Br:8])[CH:7]=1.[N:9]1([C:15]([O:17][C:18]([CH3:21])([CH3:20])[CH3:19])=[O:16])[CH2:14][CH2:13][NH:12][CH2:11][CH2:10]1.CC(C)([O-])C.[Na+].C1(C)C=CC=CC=1. The catalyst is C1(P(C2C=CC=CC=2)C2C3OC4C(=CC=CC=4P(C4C=CC=CC=4)C4C=CC=CC=4)C(C)(C)C=3C=CC=2)C=CC=CC=1.O. The product is [Br:8][C:6]1[CH:7]=[C:2]([N:12]2[CH2:11][CH2:10][N:9]([C:15]([O:17][C:18]([CH3:21])([CH3:20])[CH3:19])=[O:16])[CH2:14][CH2:13]2)[CH:3]=[N:4][CH:5]=1. The yield is 0.790.